This data is from Forward reaction prediction with 1.9M reactions from USPTO patents (1976-2016). The task is: Predict the product of the given reaction. (1) Given the reactants Cl[C:2]1[CH:9]=[CH:8][C:7]([C:10]([F:13])([F:12])[F:11])=[CH:6][C:3]=1[C:4]#[N:5].C(OB([C:20]1[CH:25]=[CH:24][CH:23]=[CH:22][C:21]=1[O:26][CH3:27])O)(C)C.[F-].[K+].F[B-](F)(F)F.[C:35](P(C(C)(C)C)C(C)(C)C)(C)([CH3:37])[CH3:36], predict the reaction product. The product is: [CH:35]([C:24]1[CH:23]=[CH:22][C:21]([O:26][CH3:27])=[C:20]([C:2]2[C:3]([C:4]#[N:5])=[CH:6][C:7]([C:10]([F:13])([F:12])[F:11])=[CH:8][CH:9]=2)[CH:25]=1)([CH3:37])[CH3:36]. (2) Given the reactants [CH2:1]([S:8][C:9]1[C:14]([CH2:15][CH3:16])=[CH:13][C:12]([N+:17]([O-])=O)=[CH:11][N:10]=1)[C:2]1[CH:7]=[CH:6][CH:5]=[CH:4][CH:3]=1.Cl, predict the reaction product. The product is: [CH2:1]([S:8][C:9]1[N:10]=[CH:11][C:12]([NH2:17])=[CH:13][C:14]=1[CH2:15][CH3:16])[C:2]1[CH:3]=[CH:4][CH:5]=[CH:6][CH:7]=1. (3) The product is: [NH2:1][C:2]1[CH:7]=[CH:6][C:5]([O:8][C:24]2[C:23]3[C:28](=[CH:29][C:20]([O:19][CH2:12][C:13]4[CH:18]=[CH:17][CH:16]=[CH:15][CH:14]=4)=[C:21]([C:31]([O:33][CH3:34])=[O:32])[CH:22]=3)[N:27]=[CH:26][CH:25]=2)=[CH:4][C:3]=1[Cl:9]. Given the reactants [NH2:1][C:2]1[CH:7]=[CH:6][C:5]([OH:8])=[CH:4][C:3]=1[Cl:9].[H-].[Na+].[CH2:12]([O:19][C:20]1[CH:29]=[C:28]2[C:23]([C:24](Cl)=[CH:25][CH:26]=[N:27]2)=[CH:22][C:21]=1[C:31]([O:33][CH3:34])=[O:32])[C:13]1[CH:18]=[CH:17][CH:16]=[CH:15][CH:14]=1.C(OCC)(=O)C, predict the reaction product.